From a dataset of Full USPTO retrosynthesis dataset with 1.9M reactions from patents (1976-2016). Predict the reactants needed to synthesize the given product. (1) Given the product [Cl:1][C:2]1[CH:7]=[C:6]([N+:8]([O-:10])=[O:9])[CH:5]=[C:4]([Cl:11])[C:3]=1[C:12]1[C:13](=[O:14])[NH:15][C:16]2[C:17]([CH:22]=1)=[CH:18][N:19]=[CH:20][CH:21]=2, predict the reactants needed to synthesize it. The reactants are: [Cl:1][C:2]1[CH:7]=[C:6]([N+:8]([O-:10])=[O:9])[CH:5]=[C:4]([Cl:11])[C:3]=1[CH2:12][C:13]([NH:15][C:16]1[CH:21]=[CH:20][N:19]=[CH:18][C:17]=1[CH:22]=O)=[O:14].C([O-])([O-])=O.[Na+].[Na+].C(OCC)(=O)C. (2) Given the product [N:24]1[CH:25]=[CH:26][CH:27]=[N:28][C:23]=1[CH2:22][O:1][C:2]1[CH:3]=[CH:4][C:5]([N:8]2[C:17]3[C:12](=[CH:13][CH:14]=[CH:15][CH:16]=3)[NH:11][CH2:10][CH2:9]2)=[CH:6][CH:7]=1, predict the reactants needed to synthesize it. The reactants are: [OH:1][C:2]1[CH:7]=[CH:6][C:5]([N:8]2[C:17]3[C:12](=[CH:13][CH:14]=[CH:15][CH:16]=3)[N:11](C(O)=O)[CH2:10][CH2:9]2)=[CH:4][CH:3]=1.Cl[CH2:22][C:23]1[N:28]=[CH:27][CH:26]=[CH:25][N:24]=1.C(=O)([O-])[O-].[K+].[K+].